This data is from Forward reaction prediction with 1.9M reactions from USPTO patents (1976-2016). The task is: Predict the product of the given reaction. (1) Given the reactants [NH2:1][C:2]1[CH:7]=[CH:6][C:5]([Cl:8])=[CH:4][C:3]=1[C:9]([C:11]1[C:16]([F:17])=[CH:15][CH:14]=[C:13]([O:18][CH3:19])[C:12]=1[O:20][CH3:21])=[O:10].[H-].[Al+3].[Li+].[H-].[H-].[H-].O.C(OCC)(=O)C, predict the reaction product. The product is: [NH2:1][C:2]1[CH:7]=[CH:6][C:5]([Cl:8])=[CH:4][C:3]=1[CH:9]([C:11]1[C:16]([F:17])=[CH:15][CH:14]=[C:13]([O:18][CH3:19])[C:12]=1[O:20][CH3:21])[OH:10]. (2) Given the reactants COC([C:5]1([CH2:9][NH:10][CH:11]2[CH2:15][CH2:14][CH2:13][CH2:12]2)[CH2:8][CH2:7][CH2:6]1)=O.[Cl:16][C:17]1[N:22]=[C:21](Cl)[C:20]([N+:24]([O-:26])=[O:25])=[CH:19][N:18]=1.[C:27]([O-:30])([O-])=[O:28].[K+].[K+].[CH3:33]C(C)=O, predict the reaction product. The product is: [CH3:33][O:30][C:27]([CH:6]1[CH:5]([CH2:9][N:10]([C:19]2[C:20]([N+:24]([O-:26])=[O:25])=[CH:21][N:22]=[C:17]([Cl:16])[N:18]=2)[CH:11]2[CH2:12][CH2:13][CH2:14][CH2:15]2)[CH2:8][CH2:7]1)=[O:28]. (3) Given the reactants C1(P(C2C=CC=CC=2)C2C3OC4C(=CC=CC=4P(C4C=CC=CC=4)C4C=CC=CC=4)C(C)(C)C=3C=CC=2)C=CC=CC=1.C(=O)([O-])[O-].[K+].[K+].[CH3:49][NH:50][C:51]([NH2:53])=[O:52].[C:54]([C:58]1[CH:63]=[C:62](Cl)[N:61]=[CH:60][N:59]=1)([CH3:57])([CH3:56])[CH3:55], predict the reaction product. The product is: [C:54]([C:58]1[N:59]=[CH:60][N:61]=[C:62]([NH:53][C:51]([NH:50][CH3:49])=[O:52])[CH:63]=1)([CH3:57])([CH3:56])[CH3:55]. (4) Given the reactants Br[C:2]1[CH:7]=[CH:6][C:5]([N:8]2[C:12]([C:13]([O:15][CH2:16][CH3:17])=[O:14])=[CH:11][C:10]([Si:18]([CH3:21])([CH3:20])[CH3:19])=[N:9]2)=[CH:4][CH:3]=1.CC1(C)C2C(=C(P(C3C=CC=CC=3)C3C=CC=CC=3)C=CC=2)OC2C(P(C3C=CC=CC=3)C3C=CC=CC=3)=CC=CC1=2.[O-]P([O-])([O-])=O.[K+].[K+].[K+].O.[CH3:73][PH:74](=[O:76])[CH3:75], predict the reaction product. The product is: [CH3:73][P:74]([C:2]1[CH:7]=[CH:6][C:5]([N:8]2[C:12]([C:13]([O:15][CH2:16][CH3:17])=[O:14])=[CH:11][C:10]([Si:18]([CH3:21])([CH3:20])[CH3:19])=[N:9]2)=[CH:4][CH:3]=1)([CH3:75])=[O:76]. (5) Given the reactants [CH3:1][CH2:2][O:3][C:4]([CH:6](P(OCC)(OCC)=O)[F:7])=[O:5].C([Li])CCC.[CH2:21]([O:23][C:24]1[C:25]([C:36](=O)[CH3:37])=[CH:26][C:27]2[CH:28]=[CH:29][CH2:30][C:31]([CH3:35])([CH3:34])[C:32]=2[CH:33]=1)[CH3:22], predict the reaction product. The product is: [CH2:21]([O:23][C:24]1[C:25](/[C:36](/[CH3:37])=[C:6](/[F:7])\[C:4]([O:3][CH2:2][CH3:1])=[O:5])=[CH:26][C:27]2[CH:28]=[CH:29][CH2:30][C:31]([CH3:35])([CH3:34])[C:32]=2[CH:33]=1)[CH3:22]. (6) Given the reactants CC1(C)[O:6][C@@H:5]([C@@H:7]([OH:26])[C@:8]([F:25])([CH3:24])[C:9](N2[C@@H](CC3C=CC=CC=3)COC2=O)=[O:10])[CH2:4][O:3]1.OO.O.[OH-].[Li+].S([O-])([O-])=O.[Na+].[Na+].Cl, predict the reaction product. The product is: [F:25][C@:8]1([CH3:24])[C@H:7]([OH:26])[CH:5]([CH2:4][OH:3])[O:6][C:9]1=[O:10]. (7) Given the reactants [OH-].[Na+].[CH:3]1([C:9]2[C:10]3[CH:11]=[CH:12][C:13]([C:35]([O:37]C)=[O:36])=[CH:14][C:15]=3[N:16]3[CH2:22][CH:21]([C:23]([N:25]4[CH2:30][CH2:29][O:28][CH2:27][CH2:26]4)=[O:24])[CH2:20][C:19]4[CH:31]=[CH:32][CH:33]=[CH:34][C:18]=4[C:17]=23)[CH2:8][CH2:7][CH2:6][CH2:5][CH2:4]1.Cl, predict the reaction product. The product is: [CH:3]1([C:9]2[C:10]3[CH:11]=[CH:12][C:13]([C:35]([OH:37])=[O:36])=[CH:14][C:15]=3[N:16]3[CH2:22][CH:21]([C:23]([N:25]4[CH2:26][CH2:27][O:28][CH2:29][CH2:30]4)=[O:24])[CH2:20][C:19]4[CH:31]=[CH:32][CH:33]=[CH:34][C:18]=4[C:17]=23)[CH2:4][CH2:5][CH2:6][CH2:7][CH2:8]1. (8) The product is: [Cl:1][C:2]1[C:3]([C:12]([Cl:18])=[O:14])=[CH:4][C:5]2[C:10]([CH:11]=1)=[CH:9][CH:8]=[CH:7][CH:6]=2. Given the reactants [Cl:1][C:2]1[C:3]([C:12]([OH:14])=O)=[CH:4][C:5]2[C:10]([CH:11]=1)=[CH:9][CH:8]=[CH:7][CH:6]=2.C(Cl)(=O)C([Cl:18])=O, predict the reaction product. (9) The product is: [OH:9][C:10]1[C:11]([C:17]2[CH:22]=[C:21]([F:23])[CH:20]=[C:19]([F:24])[C:18]=2[F:25])=[C:12]([OH:13])[N:3]2[N:4]=[CH:5][N:6]=[C:2]2[N:1]=1. Given the reactants [NH2:1][C:2]1[N:6]=[CH:5][NH:4][N:3]=1.C([O:9][C:10](=O)[CH:11]([C:17]1[CH:22]=[C:21]([F:23])[CH:20]=[C:19]([F:24])[C:18]=1[F:25])[C:12](OCC)=[O:13])C.C(N(CCCC)CCCC)CCC, predict the reaction product.